Dataset: Full USPTO retrosynthesis dataset with 1.9M reactions from patents (1976-2016). Task: Predict the reactants needed to synthesize the given product. (1) Given the product [Cl:1][C:2]1[C:3]([N+:11]([O-:13])=[O:12])=[CH:4][C:5]([CH3:6])=[C:14]([CH:9]=1)[C:15]([OH:17])=[O:16], predict the reactants needed to synthesize it. The reactants are: [Cl:1][C:2]1[C:3]([N+:11]([O-:13])=[O:12])=[CH:4][C:5](C)=[C:6]([CH:9]=1)C#N.[CH3:14][C:15]([OH:17])=[O:16]. (2) The reactants are: [S:1]1[CH:5]=[CH:4][N:3]=[C:2]1[C:6]1[CH:7]=[C:8]([CH:11]=[CH:12][CH:13]=1)[C:9]#[N:10].[N-:14]=[N+:15]=[N-:16].[Na+].Cl.C(N(CC)CC)C. Given the product [S:1]1[CH:5]=[CH:4][N:3]=[C:2]1[C:6]1[CH:7]=[C:8]([C:9]2[NH:16][N:15]=[N:14][N:10]=2)[CH:11]=[CH:12][CH:13]=1, predict the reactants needed to synthesize it.